This data is from Forward reaction prediction with 1.9M reactions from USPTO patents (1976-2016). The task is: Predict the product of the given reaction. (1) Given the reactants [CH2:1]([O:8][C:9]1[C:10]([C:28](O)=[O:29])=[N:11][C:12]([CH2:16][C:17]2([C:22]3[CH:27]=[CH:26][CH:25]=[CH:24][CH:23]=3)[CH2:21][CH2:20][CH2:19][CH2:18]2)=[N:13][C:14]=1[OH:15])[C:2]1[CH:7]=[CH:6][CH:5]=[CH:4][CH:3]=1.[Si:31]([O:38][CH2:39][CH2:40][NH:41][CH2:42][C:43]([CH3:46])([CH3:45])[CH3:44])([C:34]([CH3:37])([CH3:36])[CH3:35])([CH3:33])[CH3:32].C(N(CC)C(C)C)(C)C.CN(C(ON1N=NC2C=CC=NC1=2)=[N+](C)C)C.F[P-](F)(F)(F)(F)F, predict the reaction product. The product is: [Si:31]([O:38][CH2:39][CH2:40][N:41]([CH2:42][C:43]([CH3:46])([CH3:45])[CH3:44])[C:28]([C:10]1[C:9]([O:8][CH2:1][C:2]2[CH:3]=[CH:4][CH:5]=[CH:6][CH:7]=2)=[C:14]([OH:15])[N:13]=[C:12]([CH2:16][C:17]2([C:22]3[CH:27]=[CH:26][CH:25]=[CH:24][CH:23]=3)[CH2:21][CH2:20][CH2:19][CH2:18]2)[N:11]=1)=[O:29])([C:34]([CH3:37])([CH3:36])[CH3:35])([CH3:32])[CH3:33]. (2) Given the reactants [H-].[Na+].[F:3][C:4]([F:19])([F:18])[C:5]([NH:7][CH2:8][C:9]1[CH:14]=[CH:13][CH:12]=[C:11]([N+:15]([O-:17])=[O:16])[CH:10]=1)=[O:6].[CH3:20]I, predict the reaction product. The product is: [F:3][C:4]([F:18])([F:19])[C:5]([N:7]([CH3:20])[CH2:8][C:9]1[CH:14]=[CH:13][CH:12]=[C:11]([N+:15]([O-:17])=[O:16])[CH:10]=1)=[O:6].